This data is from Full USPTO retrosynthesis dataset with 1.9M reactions from patents (1976-2016). The task is: Predict the reactants needed to synthesize the given product. Given the product [NH2:4][C:3](=[NH:5])[NH:2][C:15](=[O:14])[CH2:16][N:17]1[C:21]([C:22]2[CH:27]=[CH:26][CH:25]=[CH:24][CH:23]=2)=[CH:20][CH:19]=[C:18]1[CH2:28][C:29]1[O:30][CH:31]=[CH:32][CH:33]=1, predict the reactants needed to synthesize it. The reactants are: Cl.[NH2:2][C:3]([NH2:5])=[NH:4].CC[O-].[Na+].C([O:14][C:15](=O)[CH2:16][N:17]1[C:21]([C:22]2[CH:27]=[CH:26][CH:25]=[CH:24][CH:23]=2)=[CH:20][CH:19]=[C:18]1[CH2:28][C:29]1[O:30][CH:31]=[CH:32][CH:33]=1)(C)(C)C.